The task is: Binary Classification. Given a drug SMILES string, predict its activity (active/inactive) in a high-throughput screening assay against a specified biological target.. This data is from HIV replication inhibition screening data with 41,000+ compounds from the AIDS Antiviral Screen. (1) The compound is [N-]=[N+]=C1N=CN=C1c1ncn[nH]1. The result is 0 (inactive). (2) The compound is CC1(C)CC(=O)C(CCC(=O)C=Cc2ccccc2)C(=O)C1. The result is 0 (inactive). (3) The result is 0 (inactive). The drug is C=C(C)c1ccc2c(c1)C(=O)CC1C(C)(C#N)CCCC21C. (4) The molecule is COC(=O)C1(C)CC(c2ccccc2)=NC1c1ccccc1. The result is 0 (inactive). (5) The molecule is COc1ccc(-c2coc3cc(OC)cc(O)c3c2=O)cc1. The result is 0 (inactive). (6) The drug is COc1c(-c2ccccc2)oc2c(CP(=O)(OC)OC)cccc2c1=O. The result is 0 (inactive). (7) The molecule is COc1ccccc1N=Nc1c(S(=O)(=O)O)cc2cc(NC(=O)Nc3ccc4c(O)c(N=Nc5c(N)ccc6cc(S(=O)(=O)O)ccc56)c(S(=O)(=O)O)cc4c3)ccc2c1O. The result is 1 (active). (8) The drug is O=C1c2cccc3cccc(c23)C(=O)N1NCCO. The result is 0 (inactive). (9) The molecule is CC1=C(C#N)C(=C(C#N)C#N)OC1(C)Cc1ccccc1. The result is 0 (inactive).